From a dataset of Buchwald-Hartwig C-N cross coupling reaction yields with 55,370 reactions. Predict the reaction yield, written as a fraction of the theoretical maximum amount of product (1.0 means a 100% yield; for example, 0.34 means a 34% yield). (1) The reactants are Ic1cccnc1.Cc1ccc(N)cc1.O=S(=O)(O[Pd]1c2ccccc2-c2ccccc2N~1)C(F)(F)F.CC(C)c1cc(C(C)C)c(-c2ccccc2P(C(C)(C)C)C(C)(C)C)c(C(C)C)c1.CCN=P(N=P(N(C)C)(N(C)C)N(C)C)(N(C)C)N(C)C.c1ccc(CN(Cc2ccccc2)c2ccon2)cc1. No catalyst specified. The product is Cc1ccc(Nc2cccnc2)cc1. The yield is 0.768. (2) No catalyst specified. The product is Cc1ccc(Nc2cccnc2)cc1. The reactants are Clc1cccnc1.Cc1ccc(N)cc1.O=S(=O)(O[Pd]1c2ccccc2-c2ccccc2N~1)C(F)(F)F.CC(C)c1cc(C(C)C)c(-c2ccccc2P(C2CCCCC2)C2CCCCC2)c(C(C)C)c1.CN1CCCN2CCCN=C12.c1ccc(-c2ccon2)cc1. The yield is 0.151. (3) The reactants are Clc1cccnc1.Cc1ccc(N)cc1.O=S(=O)(O[Pd]1c2ccccc2-c2ccccc2N~1)C(F)(F)F.COc1ccc(OC)c(P(C(C)(C)C)C(C)(C)C)c1-c1c(C(C)C)cc(C(C)C)cc1C(C)C.CCN=P(N=P(N(C)C)(N(C)C)N(C)C)(N(C)C)N(C)C.COC(=O)c1cc(-c2cccs2)on1. No catalyst specified. The product is Cc1ccc(Nc2cccnc2)cc1. The yield is 0.00810.